This data is from Forward reaction prediction with 1.9M reactions from USPTO patents (1976-2016). The task is: Predict the product of the given reaction. (1) Given the reactants [C:1]([C:3]1[CH:8]=[CH:7][C:6]([C:9]2[CH:10]=[N:11][N:12]3[CH:17]=[CH:16][C:15]([C:18]4[CH:26]=[CH:25][C:21]([C:22]([OH:24])=O)=[C:20]([O:27][CH3:28])[CH:19]=4)=[N:14][C:13]=23)=[CH:5][CH:4]=1)#[N:2].C[N:30]1[CH2:35][CH2:34][O:33][CH2:32][CH2:31]1.CN(C(ON1N=NC2C=CC=NC1=2)=[N+](C)C)C.F[P-](F)(F)(F)(F)F.N1CCOCC1, predict the reaction product. The product is: [CH3:28][O:27][C:20]1[CH:19]=[C:18]([C:15]2[CH:16]=[CH:17][N:12]3[N:11]=[CH:10][C:9]([C:6]4[CH:5]=[CH:4][C:3]([C:1]#[N:2])=[CH:8][CH:7]=4)=[C:13]3[N:14]=2)[CH:26]=[CH:25][C:21]=1[C:22]([N:30]1[CH2:35][CH2:34][O:33][CH2:32][CH2:31]1)=[O:24]. (2) Given the reactants [Cl:1][C:2]1[N:7]=[N:6][C:5]([NH2:8])=[C:4]([CH3:9])[C:3]=1[CH3:10].Br[CH2:12][C:13]([C:15]1[CH:20]=[CH:19][C:18]([F:21])=[CH:17][CH:16]=1)=O, predict the reaction product. The product is: [Cl:1][C:2]1[C:3]([CH3:10])=[C:4]([CH3:9])[C:5]2[N:6]([CH:12]=[C:13]([C:15]3[CH:20]=[CH:19][C:18]([F:21])=[CH:17][CH:16]=3)[N:8]=2)[N:7]=1. (3) Given the reactants [C:1]([C:3]1[CH:4]=[C:5]([CH:9]=[CH:10][C:11]=1[O:12][CH:13]([CH3:15])[CH3:14])[C:6]([OH:8])=O)#[N:2].C1C=CC2N(O)N=NC=2C=1.CCN=C=NCCCN(C)C.O[NH:38][C:39]([C:41]1[C:50]2[CH2:49][CH2:48][CH2:47][C@@H:46]([OH:51])[C:45]=2[CH:44]=[CH:43][CH:42]=1)=[NH:40], predict the reaction product. The product is: [OH:51][C@@H:46]1[CH2:47][CH2:48][CH2:49][C:50]2[C:41]([C:39]3[N:38]=[C:6]([C:5]4[CH:9]=[CH:10][C:11]([O:12][CH:13]([CH3:15])[CH3:14])=[C:3]([CH:4]=4)[C:1]#[N:2])[O:8][N:40]=3)=[CH:42][CH:43]=[CH:44][C:45]1=2. (4) Given the reactants [CH3:1][N:2]1[CH2:6][CH2:5][CH2:4][C:3]1=[O:7].[F:8][C:9]([F:15])([F:14])[S:10]([O-:13])(=[O:12])=[O:11], predict the reaction product. The product is: [F:8][C:9]([F:15])([F:14])[S:10]([OH:13])(=[O:12])=[O:11].[CH3:1][N:2]1[CH2:6][CH2:5][CH2:4][C:3]1=[O:7].